Dataset: Full USPTO retrosynthesis dataset with 1.9M reactions from patents (1976-2016). Task: Predict the reactants needed to synthesize the given product. (1) Given the product [OH:1][C:2]1[CH:3]=[CH:4][C:5]([CH2:8][C:9]([O:11][CH3:17])=[O:10])=[CH:6][CH:7]=1, predict the reactants needed to synthesize it. The reactants are: [OH:1][C:2]1[CH:7]=[CH:6][C:5]([CH2:8][C:9]([OH:11])=[O:10])=[CH:4][CH:3]=1.OS(O)(=O)=O.[CH3:17]O. (2) Given the product [CH2:1]([O:3][C:4]([C:5]1[CH:10]=[C:9]2[C:8](=[CH:7][CH:6]=1)[NH:11][CH:18]([C:17]1[CH:20]=[CH:21][CH:22]=[C:15]([C:14]([F:24])([F:23])[F:13])[CH:16]=1)[CH2:51][C:52]2([CH3:54])[CH3:53])=[O:12])[CH3:2], predict the reactants needed to synthesize it. The reactants are: [CH2:1]([O:3][C:4](=[O:12])[C:5]1[CH:10]=[CH:9][C:8]([NH2:11])=[CH:7][CH:6]=1)[CH3:2].[F:13][C:14]([F:24])([F:23])[C:15]1[CH:16]=[C:17]([CH:20]=[CH:21][CH:22]=1)[CH:18]=O.O.[O-]S(C(F)(F)F)(=O)=O.[Yb+3].[O-]S(C(F)(F)F)(=O)=O.[O-]S(C(F)(F)F)(=O)=O.[CH2:51]=[C:52]([CH3:54])[CH3:53]. (3) Given the product [Br:1][C:2]1[CH:7]=[CH:6][C:5]([Cl:8])=[CH:4][C:3]=1[C:9]1[C:14]([O:15][CH3:16])=[CH:13][N:12]([CH:17]([CH3:34])[C:18]([NH:20][C:21]2[CH:22]=[CH:23][C:24]([C:25]([OH:27])=[O:26])=[CH:32][CH:33]=2)=[O:19])[C:11](=[O:35])[CH:10]=1, predict the reactants needed to synthesize it. The reactants are: [Br:1][C:2]1[CH:7]=[CH:6][C:5]([Cl:8])=[CH:4][C:3]=1[C:9]1[C:14]([O:15][CH3:16])=[CH:13][N:12]([CH:17]([CH3:34])[C:18]([NH:20][C:21]2[CH:33]=[CH:32][C:24]([C:25]([O:27]C(C)(C)C)=[O:26])=[CH:23][CH:22]=2)=[O:19])[C:11](=[O:35])[CH:10]=1.C(O)(C(F)(F)F)=O.